From a dataset of Full USPTO retrosynthesis dataset with 1.9M reactions from patents (1976-2016). Predict the reactants needed to synthesize the given product. (1) The reactants are: [NH2:1][C:2]1[S:3][CH:4]=[C:5]([CH3:7])[N:6]=1.Br[CH2:9][C:10]([C:12]1[CH:17]=[CH:16][C:15]([N+:18]([O-:20])=[O:19])=[CH:14][CH:13]=1)=O.C(=O)(O)[O-].[Na+]. Given the product [CH3:7][C:5]1[N:6]2[CH:9]=[C:10]([C:12]3[CH:13]=[CH:14][C:15]([N+:18]([O-:20])=[O:19])=[CH:16][CH:17]=3)[N:1]=[C:2]2[S:3][CH:4]=1, predict the reactants needed to synthesize it. (2) Given the product [Br:29][C:7]1[N:8]([CH2:11][C:12]2[CH:17]=[CH:16][CH:15]=[C:14]([CH2:18][C:19]([O:21][CH3:22])=[O:20])[CH:13]=2)[C:9]2[C:5]([N:6]=1)=[C:4]([NH2:23])[N:3]=[C:2]([Cl:1])[N:10]=2, predict the reactants needed to synthesize it. The reactants are: [Cl:1][C:2]1[N:10]=[C:9]2[C:5]([N:6]=[CH:7][N:8]2[CH2:11][C:12]2[CH:17]=[CH:16][CH:15]=[C:14]([CH2:18][C:19]([O:21][CH3:22])=[O:20])[CH:13]=2)=[C:4]([NH2:23])[N:3]=1.C([O-])(=O)C.[Na+].[Br:29]Br.